Dataset: Catalyst prediction with 721,799 reactions and 888 catalyst types from USPTO. Task: Predict which catalyst facilitates the given reaction. (1) Product: [Cl:1][C:2]1[CH:27]=[CH:26][C:5]([CH2:6][N:7]2[C:12](=[N:33][CH2:32][C:31]3[CH:34]=[CH:35][C:36]([O:38][CH3:39])=[CH:37][C:30]=3[O:29][CH3:28])[N:11]([CH3:16])[C:10](=[O:17])[N:9]([CH2:18][C@@H:19]([C:21]([O:23][CH3:24])=[O:22])[CH3:20])[C:8]2=[O:25])=[CH:4][CH:3]=1. The catalyst class is: 107. Reactant: [Cl:1][C:2]1[CH:27]=[CH:26][C:5]([CH2:6][N:7]2[C@@H:12](SCC)[N:11]([CH3:16])[C:10](=[O:17])[N:9]([CH2:18][CH:19]([C:21]([O:23][CH3:24])=[O:22])[CH3:20])[C:8]2=[O:25])=[CH:4][CH:3]=1.[CH3:28][O:29][C:30]1[CH:37]=[C:36]([O:38][CH3:39])[CH:35]=[CH:34][C:31]=1[CH2:32][NH2:33].C(O)(=O)C.C(=O)(O)[O-].[Na+]. (2) Reactant: [NH:1]1[C:9]2[C:4](=[CH:5][C:6]([C:10]3[N:15]=[C:14]([C:16]([OH:18])=O)[CH:13]=[CH:12][CH:11]=3)=[CH:7][CH:8]=2)[CH:3]=[CH:2]1.CN(C(ON1N=N[C:29]2[CH:30]=[CH:31][CH:32]=[N:33][C:28]1=2)=[N+](C)C)C.F[P-](F)(F)(F)(F)F.[CH3:43][CH2:44]N(C(C)C)C(C)C. The catalyst class is: 3. Product: [CH:29]1([CH2:28][NH:33][C:16](=[O:18])[C:14]2[CH:13]=[CH:12][CH:11]=[C:10]([C:6]3[CH:5]=[C:4]4[C:9](=[CH:8][CH:7]=3)[NH:1][CH:2]=[CH:3]4)[N:15]=2)[CH2:30][CH2:31][CH2:32][CH2:44][CH2:43]1.